Dataset: Forward reaction prediction with 1.9M reactions from USPTO patents (1976-2016). Task: Predict the product of the given reaction. Given the reactants C([O-])(=O)C.FC(F)(F)S(O)(=O)=O.[C:13]([C:16]1[CH:24]=[C:23]2[C:19]([C:20]([CH3:28])([CH3:27])[C:21](=[O:26])[N:22]2[CH3:25])=[CH:18][CH:17]=1)(=[O:15])[CH3:14].C(=O)([O-])[O-].[Na+].[Na+].[C:35](#[N:37])[CH3:36], predict the reaction product. The product is: [CH3:25][N:22]1[C:23]2[C:19](=[CH:18][CH:17]=[C:16]([C:13]3[O:15][C:35]([CH3:36])=[N:37][CH:14]=3)[CH:24]=2)[C:20]([CH3:28])([CH3:27])[C:21]1=[O:26].